This data is from Full USPTO retrosynthesis dataset with 1.9M reactions from patents (1976-2016). The task is: Predict the reactants needed to synthesize the given product. (1) Given the product [CH2:1]([O:3][C:4]([C:6]1[N:7]([CH2:12][C:13]2[CH:17]=[C:16]([C:18]3[S:19][C:20]([Cl:23])=[CH:21][CH:22]=3)[O:15][N:14]=2)[CH:8]=[CH:9][CH:10]=1)=[O:5])[CH3:2], predict the reactants needed to synthesize it. The reactants are: [CH2:1]([O:3][C:4]([C:6]1[NH:7][CH:8]=[CH:9][CH:10]=1)=[O:5])[CH3:2].Br[CH2:12][C:13]1[CH:17]=[C:16]([C:18]2[S:19][C:20]([Cl:23])=[CH:21][CH:22]=2)[O:15][N:14]=1.C([O-])([O-])=O.[Cs+].[Cs+]. (2) Given the product [OH:8][C:9]1[CH:10]=[C:11]([CH2:23][CH2:24][C:25]([O:27][CH2:28][CH3:29])=[O:26])[CH:12]=[CH:13][C:14]=1[OH:15], predict the reactants needed to synthesize it. The reactants are: C([O:8][C:9]1[CH:10]=[C:11]([CH:23]=[CH:24][C:25]([O:27][CH2:28][CH3:29])=[O:26])[CH:12]=[CH:13][C:14]=1[O:15]CC1C=CC=CC=1)C1C=CC=CC=1. (3) The reactants are: [CH:1]1([N:4]2[CH2:9][C:8]3([CH2:14][CH2:13][N:12]([S:15]([C:18]4[CH:23]=[CH:22][C:21](B5OC(C)(C)C(C)(C)O5)=[CH:20][CH:19]=4)(=[O:17])=[O:16])[CH2:11][CH2:10]3)[O:7][CH2:6][C:5]2=[O:33])[CH2:3][CH2:2]1.Br[C:35]1[C:44]([F:45])=[C:43]2[C:38]([CH:39]=[CH:40][CH:41]=[N:42]2)=[CH:37][CH:36]=1. Given the product [CH:1]1([N:4]2[CH2:9][C:8]3([CH2:14][CH2:13][N:12]([S:15]([C:18]4[CH:19]=[CH:20][C:21]([C:35]5[C:44]([F:45])=[C:43]6[C:38]([CH:39]=[CH:40][CH:41]=[N:42]6)=[CH:37][CH:36]=5)=[CH:22][CH:23]=4)(=[O:17])=[O:16])[CH2:11][CH2:10]3)[O:7][CH2:6][C:5]2=[O:33])[CH2:2][CH2:3]1, predict the reactants needed to synthesize it. (4) Given the product [NH2:7][C:2]1[CH:3]=[C:4]([S:9]([OH:12])(=[O:11])=[O:10])[CH:5]=[CH:6][C:1]=1[NH2:8], predict the reactants needed to synthesize it. The reactants are: [C:1]1([NH2:8])[C:2]([NH2:7])=[CH:3][CH:4]=[CH:5][CH:6]=1.[S:9](=O)(=[O:12])([OH:11])[OH:10]. (5) Given the product [CH3:1][C:2]1[CH:3]=[C:4]([N:9]([CH2:24][CH2:25][C:26]2[CH:27]=[CH:28][C:29]([CH3:32])=[CH:30][CH:31]=2)[C:10](=[O:11])[CH:12]([NH:33][C:34]([CH3:38])([CH3:37])[CH2:35][OH:36])[C:13]2[CH:18]=[CH:17][CH:16]=[CH:15][CH:14]=2)[CH:5]=[CH:6][C:7]=1[CH3:8], predict the reactants needed to synthesize it. The reactants are: [CH3:1][C:2]1[CH:3]=[C:4]([N:9]([CH2:24][CH2:25][C:26]2[CH:31]=[CH:30][C:29]([CH3:32])=[CH:28][CH:27]=2)[C:10]([CH:12](OS(C)(=O)=O)[C:13]2[CH:18]=[CH:17][CH:16]=[CH:15][CH:14]=2)=[O:11])[CH:5]=[CH:6][C:7]=1[CH3:8].[NH2:33][C:34]([CH3:38])([CH3:37])[CH2:35][OH:36]. (6) Given the product [F:20][C:19]([F:22])([F:21])[C:15]1[C:14]2[CH2:23][O:24][B:25]([OH:26])[C:13]=2[CH:18]=[CH:17][CH:16]=1, predict the reactants needed to synthesize it. The reactants are: [Li]CCCC.CCCCCC.Br[C:13]1[CH:18]=[CH:17][CH:16]=[C:15]([C:19]([F:22])([F:21])[F:20])[C:14]=1[CH2:23][OH:24].[B:25](OC)(OC)[O:26]C. (7) Given the product [CH2:1]([C@@H:8]1[CH2:12][O:11][C:10](=[O:13])[N:9]1[C:14](=[O:19])[C@H:15]([CH2:30][O:31][CH2:32][C:33]1[CH:38]=[CH:37][CH:36]=[CH:35][CH:34]=1)[CH:16]([CH3:17])[CH3:18])[C:2]1[CH:3]=[CH:4][CH:5]=[CH:6][CH:7]=1, predict the reactants needed to synthesize it. The reactants are: [CH2:1]([C@@H:8]1[CH2:12][O:11][C:10](=[O:13])[N:9]1[C:14](=[O:19])[CH2:15][CH:16]([CH3:18])[CH3:17])[C:2]1[CH:7]=[CH:6][CH:5]=[CH:4][CH:3]=1.CCN(C(C)C)C(C)C.Cl[CH2:30][O:31][CH2:32][C:33]1[CH:38]=[CH:37][CH:36]=[CH:35][CH:34]=1. (8) Given the product [F:2][C:3]1[CH:8]=[CH:7][C:6]([F:9])=[CH:5][C:4]=1[C:10]1[O:21][C:20]2[C:15](=[C:16]([OH:24])[CH:17]=[C:18]([O:22][CH3:23])[CH:19]=2)[N:11]=1, predict the reactants needed to synthesize it. The reactants are: I.[F:2][C:3]1[CH:8]=[CH:7][C:6]([F:9])=[CH:5][C:4]=1[C:10](SC)=[NH:11].N[C:15]1[C:20]([OH:21])=[CH:19][C:18]([O:22][CH3:23])=[CH:17][C:16]=1[OH:24]. (9) Given the product [CH:7]([C:5]1[S:6][C:2]([N:12]2[CH2:11][CH2:10][N:9]([C:15]([O:17][C:18]([CH3:21])([CH3:20])[CH3:19])=[O:16])[CH2:14][CH2:13]2)=[CH:3][CH:4]=1)=[O:8], predict the reactants needed to synthesize it. The reactants are: Br[C:2]1[S:6][C:5]([CH:7]=[O:8])=[CH:4][CH:3]=1.[N:9]1([C:15]([O:17][C:18]([CH3:21])([CH3:20])[CH3:19])=[O:16])[CH2:14][CH2:13][NH:12][CH2:11][CH2:10]1.C(N(C(C)C)CC)(C)C.